Dataset: Drug-target binding data from BindingDB using IC50 measurements. Task: Regression. Given a target protein amino acid sequence and a drug SMILES string, predict the binding affinity score between them. We predict pIC50 (pIC50 = -log10(IC50 in M); higher means more potent). Dataset: bindingdb_ic50. (1) The small molecule is O=C(O)c1ccc(/C=C2\SC(=S)N(c3ccc(Cl)c(C(F)(F)F)c3)C2=O)cc1. The target protein (P13569) has sequence MQRSPLEKASVVSKLFFSWTRPILRKGYRQRLELSDIYQIPSVDSADNLSEKLEREWDRELASKKNPKLINALRRCFFWRFMFYGIFLYLGEVTKAVQPLLLGRIIASYDPDNKEERSIAIYLGIGLCLLFIVRTLLLHPAIFGLHHIGMQMRIAMFSLIYKKTLKLSSRVLDKISIGQLVSLLSNNLNKFDEGLALAHFVWIAPLQVALLMGLIWELLQASAFCGLGFLIVLALFQAGLGRMMMKYRDQRAGKISERLVITSEMIENIQSVKAYCWEEAMEKMIENLRQTELKLTRKAAYVRYFNSSAFFFSGFFVVFLSVLPYALIKGIILRKIFTTISFCIVLRMAVTRQFPWAVQTWYDSLGAINKIQDFLQKQEYKTLEYNLTTTEVVMENVTAFWEEGFGELFEKAKQNNNNRKTSNGDDSLFFSNFSLLGTPVLKDINFKIERGQLLAVAGSTGAGKTSLLMVIMGELEPSEGKIKHSGRISFCSQFSWIMPG.... The pIC50 is 4.8. (2) The drug is C#CCCC[C@@H]1OC(=O)[C@H]1CCCC. The target protein sequence is MRKRAVYFILLFNAFIFVMMTFSGVFSTRDPVLQMLLLLRYGAQYGPRVDAGDWFRLITALFVHGGILHILFNSYALYYFGLIVEDIYGTEKFLVGYFFTGIVGNLATHVFYHDTISVGASGAIFGLIGILFAAGFRKDTPFFMKPVTGVSLLPIILINVVYGFLPGTNINNAAHLGGFLSGMLLGYTMSPFSWKRRTLWRVLAIAVVLLVVLSYIFLIRQIPEIDEAIRRFKAG. The pIC50 is 4.3. (3) The compound is Cc1cc(Cl)c(F)cc1-c1c(C(=O)NC(C)C)nc2cccnn12. The target protein sequence is MMHVNNFPFRRHSWICFDVDNGTSAGRSPLDPMTSPGSGLILQANFVHSQRRESFLYRSDSDYDLSPKSMSRNSSIASDIHGDDLIVTPFAQVLASLRTVRNNFAALTNLQDRAPSKRSPMCNQPSINKATITEEAYQKLASETLEELDWCLDQLETLQTRHSVSEMASNKFKRMLNRELTHLSEMSRSGNQVSEFISNTFLDKQHEVEIPSPTQKEKEKKKRPMSQISGVKKLMHSSSLTNSSIPRFGVKTEQEDVLAKELEDVNKWGLHVFRIAELSGNRPLTVIMHTIFQERDLLKTFKIPVDTLITYLMTLEDHYHADVAYHNNIHAADVVQSTHVLLSTPALEAVFTDLEILAAIFASAIHDVDHPGVSNQFLINTNSELALMYNDSSVLENHHLAVGFKLLQEENCDIFQNLTKKQRQSLRKMVIDIVLATDMSKHMNLLADLKTMVETKKVTSSGVLLLDNYSDRIQVLQNMVHCADLSNPTKPLQLYRQWTD.... The pIC50 is 7.7. (4) The pIC50 is 6.9. The small molecule is O=C(COP(=O)(O)O)N(O)CCCCOP(=O)(O)O. The target protein (P56109) has sequence MLVKGNEILLKAHKEGYGVGAFNFVNFEMLNAIFEAGNEENSPLFIQTSEGAIKYMGIDMAVGMVKTMCERYPHIPVALHLDHGTTFESCEKAVKAGFTSVMIDASHHAFEENLELTSKVVKMAHNAGVSVEAELGRLMGIEDNISVDEKDAVLVNPKEAEQFVKESQVDYLAPAIGTSHGAFKFKGEPKLDFERLQEVKRLTNIPLVLHGASAIPDNVRKSYLDAGGDLKGSKGVPFEFLQESVKGGINKVNTDTDLRIAFIAEVRKVANEDKSQFDLRKFFSPAQLALKNVVKERMKLLGSANKI. (5) The drug is CCC(C)CC(C)CCCCCCCCC(=O)NC1C[C@@H](O)[C@@H](O)NC(=O)C2CN(C[C@@H]2O)C(=O)[C@H]([C@H](O)CCNC(=O)CCN)NC(=O)[C@H]([C@H](O)[C@@H](O)c2ccc(O)cc2)NC(=O)C2C[C@@H](O)CN2C(=O)[C@H]([C@@H](C)O)NC1=O. The target protein sequence is MANWQNTDPNGNYYYNGAENNEFYDQDYASQQPEQQQGGEGYYDEYGQPNYNYMNDPQQGQMPQQQPGGYENDGYYDSYYNNQMNAGVGNGLGPDQTNFSDFSSYGPPPFQNNQANYTPSQLSYSNNGMGSNGMNMSGSSTPVYGNYDPNAIAMTLPNDPYPAWTADPQSPVSIEQIEDVFIDLTNKFGFQRDSMRNIFDLFMTLLDSRTSRMSPDQALLSVHADYIGGDTANYKKWYFAAQLDMDDEVGFRNMNLGKLSRKARKAKKKNKKAMEEANPEDAAEVLNKIEGDNSLEASDFRWKTKMNMLTPIERVRQVALYMLIWGEANQVRFTSECLCFIYKCASDYLESPLCQQRTEPIPEGDYLNRVITPIYQFIRNQVYEIVDGPFMSKREKEKDHNKIIGYDDVNQLFWYPEGITKIVLEDGTKLTDIPSEERYLRLGEVAWNDVFFKTYKETRTWLHLVTNFNRIWIMHVSVYWMYVAYNSPTFYTHNYQQLVN.... The pIC50 is 7.6. (6) The small molecule is C=Cc1cccc(NC(=O)N2CCc3nc(-c4cccnc4)nc(-c4ccccc4C)c3C2)c1. The target protein (Q9ESG6) has sequence MNNSTTTDPPNQPCSWNTLITKQIIPVLYGMVFITGLLLNGISGWIFFYVPSSKSFIIYLKNIVVADFLMGLTFPFKVLGDSGLGPWQVNVFVCRVSAVIFYVNMYVSIVFFGLISFDRYYKIVKPLLTSIVQSVNYSKLLSVLVWMLMLLLAVPNIILTNQGVKEVTKIQCMELKNELGRKWHKASNYIFVSIFWVVFLLLIVFYTAITRKIFKSHLKSRKNSTSVKRKSSRNIFSIVLVFVVCFVPYHIARIPYTKSQTEGHYSCRTKETLLYAKEFTLLLSAANVCLDPIIYFFLCQPFREVLNKKLHMSLKVQNDLEVSKTKRENAIHESTDTL. The pIC50 is 5.9.